This data is from Peptide-MHC class II binding affinity with 134,281 pairs from IEDB. The task is: Regression. Given a peptide amino acid sequence and an MHC pseudo amino acid sequence, predict their binding affinity value. This is MHC class II binding data. The MHC is DRB1_0101 with pseudo-sequence DRB1_0101. The binding affinity (normalized) is 0.602. The peptide sequence is TLWLDIEGPPTDPVE.